This data is from Full USPTO retrosynthesis dataset with 1.9M reactions from patents (1976-2016). The task is: Predict the reactants needed to synthesize the given product. (1) Given the product [Cl:17][C:18]1[CH:19]=[CH:20][C:21](/[CH:22]=[CH:23]/[C:24]([N:10]2[CH2:9][C@H:8]([CH3:14])[N:7]([CH2:6][C:5]3[CH:15]=[CH:16][C:2]([F:1])=[CH:3][CH:4]=3)[CH2:12][C@@H:11]2[CH3:13])=[O:25])=[CH:27][CH:28]=1, predict the reactants needed to synthesize it. The reactants are: [F:1][C:2]1[CH:16]=[CH:15][C:5]([CH2:6][N:7]2[CH2:12][C@H:11]([CH3:13])[NH:10][CH2:9][C@@H:8]2[CH3:14])=[CH:4][CH:3]=1.[Cl:17][C:18]1[CH:28]=[CH:27][C:21](/[CH:22]=[CH:23]/[C:24](O)=[O:25])=[CH:20][CH:19]=1. (2) Given the product [N+:1]([C:4]1[CH:5]=[N:6][CH:7]=[CH:8][C:9]=1[N:11]1[CH2:16][CH2:15][CH2:14][CH2:13][CH2:12]1)([O-:3])=[O:2], predict the reactants needed to synthesize it. The reactants are: [N+:1]([C:4]1[CH:5]=[N:6][CH:7]=[CH:8][C:9]=1Cl)([O-:3])=[O:2].[NH:11]1[CH2:16][CH2:15][CH2:14][CH2:13][CH2:12]1.